From a dataset of Reaction yield outcomes from USPTO patents with 853,638 reactions. Predict the reaction yield, written as a fraction of the theoretical maximum amount of product (1.0 means a 100% yield; for example, 0.34 means a 34% yield). (1) The reactants are [F:1][C:2]1[CH:3]=[C:4]([C@@H:14]([NH:16][C:17](=[O:23])[O:18][C:19]([CH3:22])([CH3:21])[CH3:20])[CH3:15])[CH:5]=[CH:6][C:7]=1[C:8](=[O:13])N(OC)C.[H-].[H-].[H-].[H-].[Li+].[Al+3].CCOC(C)=O.CCCCCCC. The catalyst is C1COCC1. The product is [F:1][C:2]1[CH:3]=[C:4]([C@@H:14]([NH:16][C:17](=[O:23])[O:18][C:19]([CH3:22])([CH3:21])[CH3:20])[CH3:15])[CH:5]=[CH:6][C:7]=1[CH:8]=[O:13]. The yield is 0.790. (2) The reactants are [CH:1]([C@H:14]1[O:19][CH2:18][C@@H:17]([NH2:20])[CH2:16][CH2:15]1)([C:8]1[CH:13]=[CH:12][CH:11]=[CH:10][CH:9]=1)[C:2]1[CH:7]=[CH:6][CH:5]=[CH:4][CH:3]=1.[CH:21](=O)[C:22]1[CH:27]=[CH:26][CH:25]=[CH:24][CH:23]=1.C(O)(=O)C.[BH3-]C#N.[Na+]. The catalyst is ClCCCl.CO. The product is [CH:1]([C@H:14]1[O:19][CH2:18][C@@H:17]([NH:20][CH2:21][C:22]2[CH:27]=[CH:26][CH:25]=[CH:24][CH:23]=2)[CH2:16][CH2:15]1)([C:8]1[CH:13]=[CH:12][CH:11]=[CH:10][CH:9]=1)[C:2]1[CH:3]=[CH:4][CH:5]=[CH:6][CH:7]=1. The yield is 0.850. (3) The reactants are CC([O-])(C)C.[K+].[CH2:7]([N:14]([CH2:22]C(OCC)=O)[CH2:15][CH2:16][CH2:17][CH2:18][C:19]([OH:21])=O)[C:8]1[CH:13]=[CH:12][CH:11]=[CH:10][CH:9]=1.Cl. The catalyst is C1(C)C=CC=CC=1. The product is [CH2:7]([N:14]1[CH2:15][CH2:16][CH2:17][CH2:18][C:19](=[O:21])[CH2:22]1)[C:8]1[CH:9]=[CH:10][CH:11]=[CH:12][CH:13]=1. The yield is 0.450.